This data is from Forward reaction prediction with 1.9M reactions from USPTO patents (1976-2016). The task is: Predict the product of the given reaction. (1) Given the reactants [H-].[Na+].[CH2:3]([N:10]1[CH2:15][CH2:14][CH2:13][C@H:12]([OH:16])[CH2:11]1)[C:4]1[CH:9]=[CH:8][CH:7]=[CH:6][CH:5]=1.F[C:18]1[CH:23]=[CH:22][C:21]([N+:24]([O-:26])=[O:25])=[CH:20][CH:19]=1, predict the reaction product. The product is: [CH2:3]([N:10]1[CH2:15][CH2:14][CH2:13][C@H:12]([O:16][C:18]2[CH:23]=[CH:22][C:21]([N+:24]([O-:26])=[O:25])=[CH:20][CH:19]=2)[CH2:11]1)[C:4]1[CH:5]=[CH:6][CH:7]=[CH:8][CH:9]=1. (2) Given the reactants [NH2:1][C:2]1[C:3]([C:17]#[C:18][CH2:19][NH:20][C:21](=[O:27])[O:22][C:23]([CH3:26])([CH3:25])[CH3:24])=[N:4][CH:5]=[N:6][C:7]=1[O:8][C:9]1[CH:14]=[CH:13][C:12]([NH2:15])=[C:11]([Cl:16])[CH:10]=1, predict the reaction product. The product is: [NH2:15][C:12]1[CH:13]=[CH:14][C:9]([O:8][C:7]2[C:2]3[NH:1][C:18]([CH2:19][NH:20][C:21](=[O:27])[O:22][C:23]([CH3:24])([CH3:26])[CH3:25])=[CH:17][C:3]=3[N:4]=[CH:5][N:6]=2)=[CH:10][C:11]=1[Cl:16].